From a dataset of Full USPTO retrosynthesis dataset with 1.9M reactions from patents (1976-2016). Predict the reactants needed to synthesize the given product. (1) Given the product [O:29]1[C:28]2[CH:32]=[CH:33][C:25]([NH:22][C:23]3[O:15][C:14]([C:13]4[C:12]([O:11][CH2:10][C:8]5[CH:7]=[CH:6][C:5]6[O:1][CH2:2][O:3][C:4]=6[CH:9]=5)=[N:21][CH:20]=[CH:19][CH:18]=4)=[N:16][N:17]=3)=[CH:26][C:27]=2[O:31][CH2:30]1, predict the reactants needed to synthesize it. The reactants are: [O:1]1[C:5]2[CH:6]=[CH:7][C:8]([CH2:10][O:11][C:12]3[N:21]=[CH:20][CH:19]=[CH:18][C:13]=3[C:14]([NH:16][NH2:17])=[O:15])=[CH:9][C:4]=2[O:3][CH2:2]1.[N:22]([C:25]1[CH:33]=[CH:32][C:28]2[O:29][CH2:30][O:31][C:27]=2[CH:26]=1)=[C:23]=S. (2) Given the product [NH2:36][C:31]1[CH:32]=[CH:33][CH:34]=[CH:35][C:30]=1[CH:28]1[O:27][N:26]=[C:25]([C:23]2[N:24]=[C:20]([CH:17]3[CH2:16][CH2:15][N:14]([C:12](=[O:13])[CH2:11][N:5]4[C:6]([CH:8]([F:10])[F:9])=[CH:7][C:3]([CH:2]([F:39])[F:1])=[N:4]4)[CH2:19][CH2:18]3)[S:21][CH:22]=2)[CH2:29]1, predict the reactants needed to synthesize it. The reactants are: [F:1][CH:2]([F:39])[C:3]1[CH:7]=[C:6]([CH:8]([F:10])[F:9])[N:5]([CH2:11][C:12]([N:14]2[CH2:19][CH2:18][CH:17]([C:20]3[S:21][CH:22]=[C:23]([C:25]4[CH2:29][CH:28]([C:30]5[CH:35]=[CH:34][CH:33]=[CH:32][C:31]=5[N+:36]([O-])=O)[O:27][N:26]=4)[N:24]=3)[CH2:16][CH2:15]2)=[O:13])[N:4]=1. (3) Given the product [Cl:24][C:19]1[CH:18]=[C:17]([C:11]2([C:13]([F:16])([F:15])[F:14])[O:10][N:9]=[C:8]([C:5]3[CH:6]=[CH:7][C:2]([CH:29]=[O:47])=[C:3]([CH3:25])[CH:4]=3)[CH2:12]2)[CH:22]=[C:21]([Cl:23])[CH:20]=1, predict the reactants needed to synthesize it. The reactants are: Br[C:2]1[CH:7]=[CH:6][C:5]([C:8]2[CH2:12][C:11]([C:17]3[CH:22]=[C:21]([Cl:23])[CH:20]=[C:19]([Cl:24])[CH:18]=3)([C:13]([F:16])([F:15])[F:14])[O:10][N:9]=2)=[CH:4][C:3]=1[CH3:25].CC1(C)C2C(=C(P(C3C=CC=CC=3)C3C=CC=CC=3)C=CC=2)[O:47][C:29]2C(P(C3C=CC=CC=3)C3C=CC=CC=3)=CC=CC1=2.CN(C)CCN(C)C.